From a dataset of Forward reaction prediction with 1.9M reactions from USPTO patents (1976-2016). Predict the product of the given reaction. (1) Given the reactants [C:1]([O:5][C:6]([NH:8][C@@H:9]([CH:14]([CH3:16])[CH3:15])[C:10](OC)=O)=[O:7])([CH3:4])([CH3:3])[CH3:2].[H-].C([Al+]CC(C)C)C(C)C.[CH3:27][CH2:28][O:29][C:30]([CH:32](P(OCC)(OCC)=O)[F:33])=[O:31].[Li]CCCC, predict the reaction product. The product is: [C:1]([O:5][C:6]([NH:8][C@@H:9]([CH:14]([CH3:15])[CH3:16])/[CH:10]=[C:32](/[F:33])\[C:30]([O:29][CH2:28][CH3:27])=[O:31])=[O:7])([CH3:2])([CH3:3])[CH3:4]. (2) Given the reactants [NH2:1][C:2]1[C:3]([C:22]2[CH:31]=[CH:30][C:25]([C:26]([O:28][CH3:29])=[O:27])=[C:24]([F:32])[CH:23]=2)=[N:4][C:5]([CH:8]2[CH2:13][CH2:12][CH:11]([NH:14]CC3C=CC=CC=3)[CH2:10][CH2:9]2)=[CH:6][N:7]=1.[H][H], predict the reaction product. The product is: [NH2:1][C:2]1[C:3]([C:22]2[CH:31]=[CH:30][C:25]([C:26]([O:28][CH3:29])=[O:27])=[C:24]([F:32])[CH:23]=2)=[N:4][C:5]([CH:8]2[CH2:13][CH2:12][CH:11]([NH2:14])[CH2:10][CH2:9]2)=[CH:6][N:7]=1. (3) Given the reactants [CH2:1]([NH:3][C:4]([NH:6][C:7]1[CH:12]=[CH:11][C:10]([C:13]2[N:14]=[C:15]([N:23]3[CH2:28][CH2:27][O:26][CH2:25][C@@H:24]3[CH2:29][CH3:30])[C:16]3[CH2:22][CH2:21][NH:20][CH2:19][C:17]=3[N:18]=2)=[CH:9][CH:8]=1)=[O:5])[CH3:2].CN(C)C=O.C(N(CC)C(C)C)(C)C.[CH3:45][S:46](Cl)(=[O:48])=[O:47], predict the reaction product. The product is: [CH2:1]([NH:3][C:4]([NH:6][C:7]1[CH:8]=[CH:9][C:10]([C:13]2[N:14]=[C:15]([N:23]3[CH2:28][CH2:27][O:26][CH2:25][C@@H:24]3[CH2:29][CH3:30])[C:16]3[CH2:22][CH2:21][N:20]([S:46]([CH3:45])(=[O:48])=[O:47])[CH2:19][C:17]=3[N:18]=2)=[CH:11][CH:12]=1)=[O:5])[CH3:2]. (4) Given the reactants [CH3:1][O:2][C:3]1[C:4]([O:17]C)=[C:5](OC)[C:6]2OCC(=O)C=C[C:7]=2[CH:14]=1.[CH3:19][O:20][CH:21]1[CH:27]=[CH:26][C:25]2[CH:28]=[C:29]([O:36][CH3:37])[C:30]([O:34][CH3:35])=[C:31]([O:32][CH3:33])[C:24]=2[O:23][C:22]1=[O:38], predict the reaction product. The product is: [OH:17][C:4]1[CH:5]=[C:6]([C:26]2[C:25]3[CH:28]=[C:29]([O:36][CH3:37])[C:30]([O:34][CH3:35])=[C:31]([O:32][CH3:33])[C:24]=3[O:23][C:22](=[O:38])[CH:21]([O:20][CH3:19])[CH:27]=2)[CH:7]=[CH:14][C:3]=1[O:2][CH3:1]. (5) Given the reactants C1C(=O)N(I)[C:3](=[O:4])C1.[CH3:9][O:10][C:11]1[CH:20]=[C:19]2[C:14]([CH:15]=[C:16]([CH:26]=[O:27])[C:17]([C:21]3[CH:25]=[CH:24][S:23][CH:22]=3)=[N:18]2)=[CH:13][CH:12]=1.C([O-])([O-])=O.[K+].[K+].[O-]S([O-])(=S)=O.[Na+].[Na+], predict the reaction product. The product is: [CH3:9][O:10][C:11]1[CH:20]=[C:19]2[C:14]([CH:15]=[C:16]([C:26]([O:4][CH3:3])=[O:27])[C:17]([C:21]3[CH:25]=[CH:24][S:23][CH:22]=3)=[N:18]2)=[CH:13][CH:12]=1. (6) Given the reactants [NH2:1][C:2]1[CH:7]=[C:6]([N+:8]([O-:10])=[O:9])[CH:5]=[CH:4][C:3]=1[OH:11].[N+:12]([C:15]1[CH:20]=[CH:19][C:18]([C:21]2[O:25][C:24]([CH:26]=O)=[CH:23][CH:22]=2)=[CH:17][CH:16]=1)([O-:14])=[O:13], predict the reaction product. The product is: [N+:8]([C:6]1[CH:5]=[CH:4][C:3]([OH:11])=[C:2]([N:1]=[CH:26][C:24]2[O:25][C:21]([C:18]3[CH:19]=[CH:20][C:15]([N+:12]([O-:14])=[O:13])=[CH:16][CH:17]=3)=[CH:22][CH:23]=2)[CH:7]=1)([O-:10])=[O:9].